From a dataset of Forward reaction prediction with 1.9M reactions from USPTO patents (1976-2016). Predict the product of the given reaction. (1) The product is: [F:1][C:2]1[CH:7]=[CH:6][C:5]([C:8]([N:10]2[CH2:19][CH2:18][C:17]3[N:16]=[CH:15][C:14]([CH2:20][OH:28])=[CH:13][C:12]=3[CH2:11]2)=[O:9])=[CH:4][CH:3]=1. Given the reactants [F:1][C:2]1[CH:7]=[CH:6][C:5]([C:8]([N:10]2[CH2:19][CH2:18][C:17]3[N:16]=[CH:15][C:14]([CH:20]=C)=[CH:13][C:12]=3[CH2:11]2)=[O:9])=[CH:4][CH:3]=1.[BH4-].[Na+].C(Cl)Cl.C[OH:28], predict the reaction product. (2) Given the reactants C(Cl)CCl.C1C=CC2N(O)N=NC=2C=1.[C:15]([O:19][C:20]([N:22]1[CH:26]=[C:25]([CH2:27][CH2:28][CH2:29][C:30]([OH:32])=O)[N:24]=[C:23]1[NH2:33])=[O:21])([CH3:18])([CH3:17])[CH3:16].ON1C2C=CC=CC=2N=N1.Cl.C[N:46](C)[CH2:47][CH2:48][CH2:49][N:50]=[C:51]=[N:52]CC, predict the reaction product. The product is: [C:15]([O:19][C:20]([N:22]1[CH:26]=[C:25]([CH2:27][CH2:28][CH2:29][C:30](=[O:32])[NH:52][C:51]2[N:46]=[CH:47][CH:48]=[CH:49][N:50]=2)[N:24]=[C:23]1[NH2:33])=[O:21])([CH3:16])([CH3:17])[CH3:18]. (3) Given the reactants [C:1]1([CH:7]2[CH2:12][NH:11][CH2:10][CH2:9][N:8]2[C:13]([O:15][CH2:16][C:17]2[CH:22]=[CH:21][CH:20]=[CH:19][CH:18]=2)=[O:14])[CH:6]=[CH:5][CH:4]=[CH:3][CH:2]=1.Br[C:24]1[CH:29]=[CH:28][CH:27]=[CH:26][CH:25]=1.CC(C)([O-])C.[Na+], predict the reaction product. The product is: [C:1]1([CH:7]2[CH2:12][N:11]([C:24]3[CH:29]=[CH:28][CH:27]=[CH:26][CH:25]=3)[CH2:10][CH2:9][N:8]2[C:13]([O:15][CH2:16][C:17]2[CH:18]=[CH:19][CH:20]=[CH:21][CH:22]=2)=[O:14])[CH:2]=[CH:3][CH:4]=[CH:5][CH:6]=1. (4) The product is: [Br:1][C:2]1[CH:7]=[CH:6][C:5]([S:8]([C:2]2[CH:7]=[CH:6][CH:5]=[CH:4][CH:3]=2)(=[O:10])=[O:9])=[C:4]([C:12]([F:15])([F:14])[F:13])[CH:3]=1. Given the reactants [Br:1][C:2]1[CH:7]=[CH:6][C:5]([S:8](Cl)(=[O:10])=[O:9])=[C:4]([C:12]([F:15])([F:14])[F:13])[CH:3]=1, predict the reaction product. (5) Given the reactants [Br:1][C:2]1[CH:3]=[C:4]2[C:9](=[CH:10][CH:11]=1)[N:8]=[CH:7][C:6]([CH2:12][OH:13])=[C:5]2[NH:14][C:15]1[CH:20]=[CH:19][C:18]([N:21]2[CH2:26][CH2:25][N:24]([C:27]([O:29][C:30]([CH3:33])([CH3:32])[CH3:31])=[O:28])[CH2:23][CH2:22]2)=[C:17]([C:34]([F:37])([F:36])[F:35])[CH:16]=1.CC(OI1(OC(C)=O)(OC(C)=O)OC(=O)C2C=CC=CC1=2)=O.C(OCC)(=O)C, predict the reaction product. The product is: [Br:1][C:2]1[CH:3]=[C:4]2[C:9](=[CH:10][CH:11]=1)[N:8]=[CH:7][C:6]([CH:12]=[O:13])=[C:5]2[NH:14][C:15]1[CH:20]=[CH:19][C:18]([N:21]2[CH2:22][CH2:23][N:24]([C:27]([O:29][C:30]([CH3:33])([CH3:32])[CH3:31])=[O:28])[CH2:25][CH2:26]2)=[C:17]([C:34]([F:37])([F:35])[F:36])[CH:16]=1. (6) Given the reactants [N+:1]([C:4]1[CH:12]=[C:11]2[C:7]([C:8]([O:13][C:14]3[C:22]4[C:17](=[CH:18][C:19]([N+:23]([O-])=O)=[CH:20][CH:21]=4)[NH:16][N:15]=3)=[N:9][NH:10]2)=[CH:6][CH:5]=1)([O-])=O, predict the reaction product. The product is: [NH2:23][C:19]1[CH:18]=[C:17]2[C:22]([C:14]([O:13][C:8]3[C:7]4[C:11](=[CH:12][C:4]([NH2:1])=[CH:5][CH:6]=4)[NH:10][N:9]=3)=[N:15][NH:16]2)=[CH:21][CH:20]=1. (7) Given the reactants [OH:1][CH:2]1[C:7]2[NH:8][C:9]3[CH:10]=[CH:11][C:12]([CH3:15])=[CH:13][C:14]=3[C:6]=2[CH2:5][N:4]([CH3:16])[C:3]1=[O:17].[CH3:18][C:19]1[CH:24]=[CH:23][C:22]([CH:25]=[CH2:26])=[CH:21][N:20]=1.[OH-].[K+], predict the reaction product. The product is: [OH:1][CH:2]1[C:7]2[N:8]([CH2:26][CH2:25][C:22]3[CH:21]=[N:20][C:19]([CH3:18])=[CH:24][CH:23]=3)[C:9]3[CH:10]=[CH:11][C:12]([CH3:15])=[CH:13][C:14]=3[C:6]=2[CH2:5][N:4]([CH3:16])[C:3]1=[O:17].